This data is from Forward reaction prediction with 1.9M reactions from USPTO patents (1976-2016). The task is: Predict the product of the given reaction. (1) Given the reactants Cl.Cl.[N:3]1[CH:8]=[CH:7][CH:6]=[CH:5][C:4]=1[N:9]1[CH2:14][CH2:13][CH:12]([NH2:15])[CH2:11][CH2:10]1.[C:16](N1C=CN=C1)(N1C=CN=C1)=[O:17].C(N(CC)C(C)C)(C)C.[NH2:37][CH2:38][CH2:39][NH:40][C:41](=[O:47])[O:42][C:43]([CH3:46])([CH3:45])[CH3:44], predict the reaction product. The product is: [N:3]1[CH:8]=[CH:7][CH:6]=[CH:5][C:4]=1[N:9]1[CH2:10][CH2:11][CH:12]([NH:15][C:16]([NH:37][CH2:38][CH2:39][NH:40][C:41](=[O:47])[O:42][C:43]([CH3:44])([CH3:46])[CH3:45])=[O:17])[CH2:13][CH2:14]1. (2) Given the reactants [Cl:1][C:2]1[CH:3]=[C:4]([CH:7]=[CH:8][C:9]=1[O:10][CH2:11][CH2:12][CH2:13][CH2:14][CH3:15])[CH:5]=[O:6].ClC1C=C(C=CC=1OCC)C=[O:21], predict the reaction product. The product is: [Cl:1][C:2]1[CH:3]=[C:4]([CH:7]=[CH:8][C:9]=1[O:10][CH2:11][CH2:12][CH2:13][CH2:14][CH3:15])[C:5]([OH:21])=[O:6]. (3) Given the reactants [CH3:1][N:2]([CH3:20])[CH2:3][CH2:4][N:5]1[C:11](=O)[CH2:10][CH2:9][CH2:8][C:7]2[CH:13]=[C:14]([N+:17]([O-:19])=[O:18])[CH:15]=[CH:16][C:6]1=2.B.C1COCC1, predict the reaction product. The product is: [CH3:1][N:2]([CH3:20])[CH2:3][CH2:4][N:5]1[CH2:11][CH2:10][CH2:9][CH2:8][C:7]2[CH:13]=[C:14]([N+:17]([O-:19])=[O:18])[CH:15]=[CH:16][C:6]1=2. (4) Given the reactants Cl.[NH2:2][C:3](=[NH:15])[N:4]1[CH2:9][CH2:8][CH:7]([C:10]([O:12][CH2:13][CH3:14])=[O:11])[CH2:6][CH2:5]1.[Cl:16][C:17]([SH:20])(Cl)Cl.[OH-].[Na+], predict the reaction product. The product is: [Cl:16][C:17]1[S:20][N:2]=[C:3]([N:4]2[CH2:5][CH2:6][CH:7]([C:10]([O:12][CH2:13][CH3:14])=[O:11])[CH2:8][CH2:9]2)[N:15]=1.